Dataset: Peptide-MHC class I binding affinity with 185,985 pairs from IEDB/IMGT. Task: Regression. Given a peptide amino acid sequence and an MHC pseudo amino acid sequence, predict their binding affinity value. This is MHC class I binding data. (1) The peptide sequence is SSVQLSNNK. The MHC is HLA-A68:01 with pseudo-sequence HLA-A68:01. The binding affinity (normalized) is 0.724. (2) The peptide sequence is YHLGGIEGL. The MHC is HLA-B58:01 with pseudo-sequence HLA-B58:01. The binding affinity (normalized) is 0.0847.